The task is: Predict which catalyst facilitates the given reaction.. This data is from Catalyst prediction with 721,799 reactions and 888 catalyst types from USPTO. (1) Product: [Br:1][C:2]1[CH:3]=[CH:4][C:5]([CH2:8][C:9]([NH2:12])([CH3:10])[CH3:11])=[CH:6][CH:7]=1. Reactant: [Br:1][C:2]1[CH:7]=[CH:6][C:5]([CH2:8][C:9]([NH:12]C=O)([CH3:11])[CH3:10])=[CH:4][CH:3]=1.Cl. The catalyst class is: 6. (2) Reactant: Cl[C:2]1[C:11]2[C:6](=[CH:7][C:8]([C:12]3[C:17]([C:18]([F:21])([F:20])[F:19])=[CH:16][CH:15]=[CH:14][N:13]=3)=[CH:9][CH:10]=2)[N:5]=[CH:4][N:3]=1.[C:22]([C:26]1[CH:31]=[CH:30][C:29]([OH:32])=[CH:28][CH:27]=1)([CH3:25])([CH3:24])[CH3:23].C([O-])([O-])=O.[K+].[K+]. Product: [C:22]([C:26]1[CH:27]=[CH:28][C:29]([O:32][C:2]2[C:11]3[C:6](=[CH:7][C:8]([C:12]4[C:17]([C:18]([F:21])([F:20])[F:19])=[CH:16][CH:15]=[CH:14][N:13]=4)=[CH:9][CH:10]=3)[N:5]=[CH:4][N:3]=2)=[CH:30][CH:31]=1)([CH3:25])([CH3:23])[CH3:24]. The catalyst class is: 3. (3) Reactant: [F:1][C:2]1[CH:3]=[C:4]([CH:16]=[CH:17][CH:18]=1)[CH2:5][C:6]1[O:10][N:9]=[C:8]([C:11]([O:13]CC)=[O:12])[CH:7]=1.C(O)C.[OH-].[Na+]. Product: [F:1][C:2]1[CH:3]=[C:4]([CH:16]=[CH:17][CH:18]=1)[CH2:5][C:6]1[O:10][N:9]=[C:8]([C:11]([OH:13])=[O:12])[CH:7]=1. The catalyst class is: 6. (4) Reactant: C(OC(=O)[N:7]([C:17]1[N:22]=[C:21]([C:23]2[C:28]([Cl:29])=[CH:27][N:26]=[C:25]([F:30])[CH:24]=2)[C:20]([Cl:31])=[CH:19][CH:18]=1)[CH2:8][CH:9]1[CH2:14][CH2:13][O:12][C:11]([CH3:16])([CH3:15])[CH2:10]1)(C)(C)C.FC(F)(F)C(O)=O. Product: [Cl:31][C:20]1[C:21]([C:23]2[C:28]([Cl:29])=[CH:27][N:26]=[C:25]([F:30])[CH:24]=2)=[N:22][C:17]([NH:7][CH2:8][CH:9]2[CH2:14][CH2:13][O:12][C:11]([CH3:15])([CH3:16])[CH2:10]2)=[CH:18][CH:19]=1. The catalyst class is: 4. (5) Reactant: [F:1][CH:2]([F:5])[CH2:3][OH:4].C(NC(C)C)(C)C.[Li].[N:14]1([C:19]2[C:28]3[C:23](=[N:24][C:25](Cl)=[C:26]([Cl:29])[N:27]=3)[N:22]=[C:21](Cl)[N:20]=2)[CH2:18][CH2:17][CH2:16][CH2:15]1.[NH:32]1[CH2:37][CH2:36][NH:35][CH2:34][CH2:33]1. Product: [Cl:29][C:26]1[N:27]=[C:28]2[C:23](=[N:24][C:25]=1[O:4][CH2:3][CH:2]([F:5])[F:1])[N:22]=[C:21]([N:32]1[CH2:37][CH2:36][NH:35][CH2:34][CH2:33]1)[N:20]=[C:19]2[N:14]1[CH2:18][CH2:17][CH2:16][CH2:15]1. The catalyst class is: 30. (6) Reactant: [F:1][C:2]1[C:11]2[C:6](=[CH:7][CH:8]=[CH:9][CH:10]=2)[C:5]([C:12](O)=O)=[CH:4][CH:3]=1.F[C:16]1[CH:17]=[C:18]2[C:24](=[CH:24][CH:25]=1)[CH:25]=[C:16](C1(CN)CCCCC1)[CH:17]=[CH:18]2.C[C:35]#[N:36].O. Product: [F:1][C:2]1[C:11]2[C:6](=[CH:7][CH:8]=[CH:9][CH:10]=2)[C:5]([C:12]2([CH2:35][NH2:36])[CH2:18][CH2:17][CH2:16][CH2:25][CH2:24]2)=[CH:4][CH:3]=1. The catalyst class is: 5.